This data is from Forward reaction prediction with 1.9M reactions from USPTO patents (1976-2016). The task is: Predict the product of the given reaction. (1) The product is: [Br:13][C:10]1[CH:11]=[CH:12][C:7]([O:6][CH2:5][C:4]([OH:3])=[O:18])=[C:8]([C:14]2[N:30]=[C:28]([CH2:27][C:23]3[CH:24]=[CH:25][CH:26]=[C:21]([O:20][CH3:19])[CH:22]=3)[O:29][CH:15]=2)[CH:9]=1. Given the reactants C([O:3][C:4](=[O:18])[CH2:5][O:6][C:7]1[CH:12]=[CH:11][C:10]([Br:13])=[CH:9][C:8]=1[C:14](=O)[CH2:15]Br)C.[CH3:19][O:20][C:21]1[CH:22]=[C:23]([CH2:27][C:28]([NH2:30])=[O:29])[CH:24]=[CH:25][CH:26]=1, predict the reaction product. (2) The product is: [CH:15]1([N:18]2[C:24]3[N:25]=[CH:26][C:27]([CH2:29][CH2:30][O:31][C:39]4[C:48]5[C:43](=[CH:44][CH:45]=[CH:46][CH:47]=5)[N:42]=[CH:41][CH:40]=4)=[CH:28][C:23]=3[C:22](=[O:32])[NH:21][C:20]3[C:33]([CH3:37])=[CH:34][CH:35]=[N:36][C:19]2=3)[CH2:17][CH2:16]1. Given the reactants N(C(OC(C)C)=O)=NC(OC(C)C)=O.[CH:15]1([N:18]2[C:24]3[N:25]=[CH:26][C:27]([CH2:29][CH2:30][OH:31])=[CH:28][C:23]=3[C:22](=[O:32])[NH:21][C:20]3[C:33]([CH3:37])=[CH:34][CH:35]=[N:36][C:19]2=3)[CH2:17][CH2:16]1.O[C:39]1[C:48]2[C:43](=[CH:44][CH:45]=[CH:46][CH:47]=2)[N:42]=[CH:41][CH:40]=1.C1C=CC(P(C2C=CC=CC=2)C2C=CC=CC=2)=CC=1, predict the reaction product. (3) Given the reactants CON(C)[C:4]([C:6]1[N:7]=[CH:8][N:9]([C:11]2[CH:12]=[C:13]([C:17]3[CH:22]=[C:21]([F:23])[CH:20]=[CH:19][C:18]=3[O:24][CH3:25])[CH:14]=[CH:15][CH:16]=2)[CH:10]=1)=[O:5].[O:27]1[CH:31]=[CH:30][CH:29]=[CH:28]1, predict the reaction product. The product is: [F:23][C:21]1[CH:20]=[CH:19][C:18]([O:24][CH3:25])=[C:17]([C:13]2[CH:14]=[CH:15][CH:16]=[C:11]([N:9]3[CH:10]=[C:6]([C:4]([C:28]4[O:27][CH:31]=[CH:30][CH:29]=4)=[O:5])[N:7]=[CH:8]3)[CH:12]=2)[CH:22]=1.